This data is from Full USPTO retrosynthesis dataset with 1.9M reactions from patents (1976-2016). The task is: Predict the reactants needed to synthesize the given product. The reactants are: [ClH:1].O1CCOCC1.[CH2:8]([O:15][C:16]1[CH:21]=[CH:20][N:19]([C:22]2[CH:23]=[N:24][C:25]([N:28]3[CH2:32][C@@H:31]4[CH2:33][N:34](C(OC(C)(C)C)=O)[CH2:35][C@@H:30]4[CH2:29]3)=[CH:26][CH:27]=2)[C:18](=[O:43])[CH:17]=1)[C:9]1[CH:14]=[CH:13][CH:12]=[CH:11][CH:10]=1. Given the product [ClH:1].[ClH:1].[CH2:8]([O:15][C:16]1[CH:21]=[CH:20][N:19]([C:22]2[CH:23]=[N:24][C:25]([N:28]3[CH2:29][C@@H:30]4[C@@H:31]([CH2:33][NH:34][CH2:35]4)[CH2:32]3)=[CH:26][CH:27]=2)[C:18](=[O:43])[CH:17]=1)[C:9]1[CH:10]=[CH:11][CH:12]=[CH:13][CH:14]=1, predict the reactants needed to synthesize it.